Dataset: Full USPTO retrosynthesis dataset with 1.9M reactions from patents (1976-2016). Task: Predict the reactants needed to synthesize the given product. (1) Given the product [Br:11][CH2:1][C:2]1[CH:3]=[CH:4][C:5]2[O:9][CH:8]=[N:7][C:6]=2[CH:10]=1, predict the reactants needed to synthesize it. The reactants are: [CH3:1][C:2]1[CH:3]=[CH:4][C:5]2[O:9][CH:8]=[N:7][C:6]=2[CH:10]=1.[Br:11]N1C(=O)CCC1=O.N(C(C)(C)C#N)=NC(C)(C)C#N. (2) Given the product [CH2:12]([O:11][C:10](=[O:19])[NH:9][CH2:8][CH:5]1[CH2:6][CH2:7][C:2]([CH2:20][CH3:21])([OH:1])[CH2:3][CH2:4]1)[C:13]1[CH:14]=[CH:15][CH:16]=[CH:17][CH:18]=1, predict the reactants needed to synthesize it. The reactants are: [O:1]=[C:2]1[CH2:7][CH2:6][CH:5]([CH2:8][NH:9][C:10](=[O:19])[O:11][CH2:12][C:13]2[CH:18]=[CH:17][CH:16]=[CH:15][CH:14]=2)[CH2:4][CH2:3]1.[CH2:20]([Mg]Br)[CH3:21]. (3) Given the product [C:5]([O:4][CH2:1][CH2:2][N:11]([CH2:12][CH2:13][C:14]([O:16][CH3:17])=[O:15])[CH2:18][CH2:19][C:20]([O:22][CH3:23])=[O:21])(=[O:7])[CH3:6], predict the reactants needed to synthesize it. The reactants are: [C:1]([O:4][C:5](=[O:7])[CH3:6])(=O)[CH3:2].OCC[N:11]([CH2:18][CH2:19][C:20]([O:22][CH3:23])=[O:21])[CH2:12][CH2:13][C:14]([O:16][CH3:17])=[O:15].C(N(CC)CC)C.C1COCC1. (4) Given the product [CH3:1][O:2][C:3]1[CH:4]=[C:5]([C:11]2[C:12]([CH2:19][CH3:20])([CH2:17][CH3:18])[C:13](=[O:16])[N:14]([CH:32]3[CH2:37][CH2:36][NH:35][CH2:34][CH2:33]3)[N:15]=2)[CH:6]=[CH:7][C:8]=1[O:9][CH3:10], predict the reactants needed to synthesize it. The reactants are: [CH3:1][O:2][C:3]1[CH:4]=[C:5]([C:11]2[C:12]([CH2:19][CH3:20])([CH2:17][CH3:18])[C:13](=[O:16])[NH:14][N:15]=2)[CH:6]=[CH:7][C:8]=1[O:9][CH3:10].CC1C=CC(S(O[CH:32]2[CH2:37][CH2:36][N:35](C(OC(C)(C)C)=O)[CH2:34][CH2:33]2)(=O)=O)=CC=1. (5) Given the product [C:21]1([C@H:19]([NH:18][C@H:15]2[CH2:16][CH2:17][C@@H:13]([C:10]3[CH:9]=[CH:8][C:7]([O:6][CH2:5][C:4]([OH:31])=[O:3])=[CH:12][CH:11]=3)[CH2:14]2)[CH3:20])[C:30]2[C:25](=[CH:26][CH:27]=[CH:28][CH:29]=2)[CH:24]=[CH:23][CH:22]=1, predict the reactants needed to synthesize it. The reactants are: C([O:3][C:4](=[O:31])[CH2:5][O:6][C:7]1[CH:12]=[CH:11][C:10]([C@@H:13]2[CH2:17][CH2:16][C@H:15]([NH:18][C@@H:19]([C:21]3[C:30]4[C:25](=[CH:26][CH:27]=[CH:28][CH:29]=4)[CH:24]=[CH:23][CH:22]=3)[CH3:20])[CH2:14]2)=[CH:9][CH:8]=1)C.CO.[Li+].[OH-]. (6) Given the product [C:1]([C:3]1[CH:4]=[C:5]2[C:10](=[CH:11][C:12]=1[O:13][CH2:14][CH:15]1[CH2:20][CH2:19][NH:18][CH2:17][CH2:16]1)[N:9]=[CH:8][CH:7]=[C:6]2[O:29][C:30]1[CH:31]=[C:32]2[C:36](=[CH:37][CH:38]=1)[N:35]([C:39](=[O:43])[NH:40][CH2:41][CH3:42])[CH:34]=[CH:33]2)#[N:2], predict the reactants needed to synthesize it. The reactants are: [C:1]([C:3]1[CH:4]=[C:5]2[C:10](=[CH:11][C:12]=1[O:13][CH2:14][CH:15]1[CH2:20][CH2:19][N:18](OC(OC(C)(C)C)=O)[CH2:17][CH2:16]1)[N:9]=[CH:8][CH:7]=[C:6]2[O:29][C:30]1[CH:31]=[C:32]2[C:36](=[CH:37][CH:38]=1)[N:35]([C:39](=[O:43])[NH:40][CH2:41][CH3:42])[CH:34]=[CH:33]2)#[N:2].O.